Task: Predict the reactants needed to synthesize the given product.. Dataset: Full USPTO retrosynthesis dataset with 1.9M reactions from patents (1976-2016) (1) Given the product [C:52]([OH:65])(=[O:64])[CH2:53][CH2:54][CH2:55][CH2:56][CH2:57][CH2:58][CH2:59][CH2:60][CH2:61][CH2:62][CH3:63].[OH:36][CH2:37][CH:38]([CH2:39][OH:40])[OH:41].[OH:36][CH2:37][CH:38]([CH2:39][OH:40])[OH:41].[OH:36][CH2:37][CH:38]([CH2:39][OH:40])[OH:41].[OH:36][CH2:37][CH:38]([CH2:39][OH:40])[OH:41].[OH:36][CH2:37][CH:38]([CH2:39][OH:40])[OH:41].[OH:36][CH2:37][CH:38]([CH2:39][OH:40])[OH:41].[OH:36][CH2:37][CH:38]([CH2:39][OH:40])[OH:41].[OH:36][CH2:37][CH:38]([CH2:39][OH:40])[OH:41].[OH:36][CH2:37][CH:38]([CH2:39][OH:40])[OH:41].[OH:36][CH2:37][CH:38]([CH2:39][OH:40])[OH:41], predict the reactants needed to synthesize it. The reactants are: C(O)C(O)C[O:36][CH2:37][CH:38]([OH:41])[CH2:39][O:40]CC(O)C[O:36][CH2:37][CH:38]([OH:41])[CH2:39][O:40]CC(O)C[O:36][CH2:37][CH:38]([OH:41])[CH2:39][O:40]CC(O)C[O:36][CH2:37][CH:38]([OH:41])[CH2:39][O:40]CC(O)C[O:36][CH2:37][CH:38]([OH:41])[CH2:39][OH:40].[C:52]([OH:65])(=[O:64])[CH2:53][CH2:54][CH2:55][CH2:56][CH2:57][CH2:58][CH2:59][CH2:60][CH2:61][CH2:62][CH3:63]. (2) Given the product [Cl:1][C:2]1[CH:3]=[CH:4][C:5]2[N:11]3[C:12]([CH2:15][OH:16])=[CH:13][CH:14]=[C:10]3[C@@H:9]([CH2:17][CH2:18][C:19]([O:21][CH3:22])=[O:20])[O:8][C@H:7]([C:23]3[CH:28]=[CH:27][CH:26]=[C:25]([O:29][CH3:30])[C:24]=3[O:31][CH3:32])[C:6]=2[CH:33]=1, predict the reactants needed to synthesize it. The reactants are: [Cl:1][C:2]1[CH:3]=[CH:4][C:5]2[N:11]3[C:12]([CH:15]=[O:16])=[CH:13][CH:14]=[C:10]3[C@@H:9]([CH2:17][CH2:18][C:19]([O:21][CH3:22])=[O:20])[O:8][C@H:7]([C:23]3[CH:28]=[CH:27][CH:26]=[C:25]([O:29][CH3:30])[C:24]=3[O:31][CH3:32])[C:6]=2[CH:33]=1.[BH4-].[Na+].C(O)(=O)CC(CC(O)=O)(C(O)=O)O. (3) Given the product [O:30]1[C:31]2[CH:37]=[CH:36][C:35]([CH2:38][C:39]([NH:14][C:13]3[CH:15]=[CH:16][CH:17]=[C:11]([O:10][CH2:9][CH2:8][CH2:7][N:4]4[CH2:3][CH2:2][O:1][CH2:6][CH2:5]4)[CH:12]=3)=[O:40])=[CH:34][C:32]=2[O:33][CH2:29]1, predict the reactants needed to synthesize it. The reactants are: [O:1]1[CH2:6][CH2:5][N:4]([CH2:7][CH2:8][CH2:9][O:10][C:11]2[CH:12]=[C:13]([CH:15]=[CH:16][CH:17]=2)[NH2:14])[CH2:3][CH2:2]1.C1C=CC2N(O)N=NC=2C=1.O.[CH2:29]1[O:33][C:32]2[CH:34]=[C:35]([CH2:38][C:39](O)=[O:40])[CH:36]=[CH:37][C:31]=2[O:30]1.CCN(CC)CC.CCN=C=NCCCN(C)C.Cl. (4) Given the product [F:7][C:8]1[CH:16]=[CH:15][C:11]([C:12]([NH:30][CH3:28])=[O:13])=[C:10]([C:17]([F:20])([F:19])[F:18])[CH:9]=1, predict the reactants needed to synthesize it. The reactants are: C(Cl)(=O)C(Cl)=O.[F:7][C:8]1[CH:16]=[CH:15][C:11]([C:12](O)=[O:13])=[C:10]([C:17]([F:20])([F:19])[F:18])[CH:9]=1.CN.C1COCC1.[CH2:28]([N:30](CC)CC)C.